Task: Predict which catalyst facilitates the given reaction.. Dataset: Catalyst prediction with 721,799 reactions and 888 catalyst types from USPTO (1) Reactant: [NH2:1][C:2]1[CH:3]=[CH:4][CH:5]=[C:6]2[C:11]=1[N:10]=[CH:9][CH:8]=[CH:7]2.C(O[CH:15]=[C:16]([C:22]([O:24][CH2:25][CH3:26])=[O:23])[C:17]([O:19][CH2:20][CH3:21])=[O:18])C. Product: [CH2:20]([O:19][C:17](=[O:18])[C:16](=[CH:15][NH:1][C:2]1[CH:3]=[CH:4][CH:5]=[C:6]2[C:11]=1[N:10]=[CH:9][CH:8]=[CH:7]2)[C:22]([O:24][CH2:25][CH3:26])=[O:23])[CH3:21]. The catalyst class is: 5. (2) Reactant: [C:1]([CH:8]1[CH2:13][CH2:12][N:11](N)[CH2:10][CH2:9]1)([O:3][C:4]([CH3:7])([CH3:6])[CH3:5])=[O:2].C(=O)([O-])[O-].[K+].[K+].[I-].[K+].[CH3:23][O:24][CH2:25][CH2:26]Br.C(#[N:30])C. Product: [C:1]([C:8]1([NH2:30])[CH2:13][CH2:12][N:11]([CH2:26][CH2:25][O:24][CH3:23])[CH2:10][CH2:9]1)([O:3][C:4]([CH3:7])([CH3:6])[CH3:5])=[O:2]. The catalyst class is: 6. (3) Product: [C:5]([O:8][C:9]1[CH:17]=[CH:16][C:12]2[S:13][CH:14]=[C:15]([C:23](=[O:25])[CH2:19][CH2:20][Cl:22])[C:11]=2[CH:10]=1)(=[O:7])[CH3:6]. The catalyst class is: 146. Reactant: [Cl-].[Cl-].[Cl-].[Al+3].[C:5]([O:8][C:9]1[CH:17]=[CH:16][C:12]2[S:13][CH:14]=[CH:15][C:11]=2[CH:10]=1)(=[O:7])[CH3:6].Cl[CH:19]([CH3:23])[C:20]([Cl:22])=O.S(=O)(=O)(O)[OH:25]. (4) Reactant: [NH:1]1[CH:5]=[CH:4][N:3]=[CH:2]1.[O:6]1[CH2:8][CH:7]1[C:9]1[CH:10]=[N:11][CH:12]=[CH:13][CH:14]=1. Product: [N:1]1([CH2:8][CH:7]([C:9]2[CH:10]=[N:11][CH:12]=[CH:13][CH:14]=2)[OH:6])[CH:5]=[CH:4][N:3]=[CH:2]1. The catalyst class is: 9. (5) Reactant: [CH3:1][C:2]([Si:5](Cl)([C:12]1[CH:17]=[CH:16][CH:15]=[CH:14][CH:13]=1)[C:6]1[CH:11]=[CH:10][CH:9]=[CH:8][CH:7]=1)([CH3:4])[CH3:3].N1C=CN=C1.[OH:24][C@H:25]([CH2:46][OH:47])[C@H:26]([NH:35][C:36](=[O:45])[O:37][CH2:38][C:39]1[CH:44]=[CH:43][CH:42]=[CH:41][CH:40]=1)[C:27]1[CH:32]=[CH:31][C:30]([O:33][CH3:34])=[CH:29][CH:28]=1. Product: [Si:5]([O:47][CH2:46][C@@H:25]([OH:24])[C@H:26]([NH:35][C:36](=[O:45])[O:37][CH2:38][C:39]1[CH:40]=[CH:41][CH:42]=[CH:43][CH:44]=1)[C:27]1[CH:28]=[CH:29][C:30]([O:33][CH3:34])=[CH:31][CH:32]=1)([C:2]([CH3:4])([CH3:3])[CH3:1])([C:12]1[CH:17]=[CH:16][CH:15]=[CH:14][CH:13]=1)[C:6]1[CH:11]=[CH:10][CH:9]=[CH:8][CH:7]=1. The catalyst class is: 31. (6) Reactant: FC(F)(F)C(O)=O.[CH3:8][O:9][C:10]([C@@H:12]1[CH2:16][C@@H:15]([S:17]([CH3:20])(=[O:19])=[O:18])[CH2:14][NH:13]1)=[O:11].[C:21](OC(C)(C)C)(=[O:26])[CH2:22][C:23]([CH3:25])=[O:24]. Product: [CH3:8][O:9][C:10]([C@@H:12]1[CH2:16][C@@H:15]([S:17]([CH3:20])(=[O:19])=[O:18])[CH2:14][N:13]1[C:21](=[O:26])[CH2:22][C:23](=[O:24])[CH3:25])=[O:11]. The catalyst class is: 66. (7) Reactant: [C:1]([NH:5][C:6]([C:8]1[C:16]2[C:11](=[N:12][CH:13]=[C:14]([C:17]3[C:25]4[C:20](=[CH:21][CH:22]=[C:23]([O:26][CH:27]([F:29])[F:28])[CH:24]=4)[NH:19][N:18]=3)[N:15]=2)[N:10]([CH2:30][O:31][CH2:32][CH2:33][Si:34]([CH3:37])([CH3:36])[CH3:35])[CH:9]=1)=[O:7])([CH3:4])([CH3:3])[CH3:2].Br[CH2:39][CH2:40][CH2:41][C:42]([O:44][CH3:45])=[O:43].C(=O)([O-])[O-].[Cs+].[Cs+]. Product: [CH3:45][O:44][C:42](=[O:43])[CH2:41][CH2:40][CH2:39][N:19]1[C:20]2[C:25](=[CH:24][C:23]([O:26][CH:27]([F:28])[F:29])=[CH:22][CH:21]=2)[C:17]([C:14]2[N:15]=[C:16]3[C:8]([C:6](=[O:7])[NH:5][C:1]([CH3:4])([CH3:3])[CH3:2])=[CH:9][N:10]([CH2:30][O:31][CH2:32][CH2:33][Si:34]([CH3:37])([CH3:36])[CH3:35])[C:11]3=[N:12][CH:13]=2)=[N:18]1. The catalyst class is: 3. (8) Reactant: [Cl:1][C:2]1[CH:11]=[C:10]([S:12]([NH:15][C:16]2[S:17][C:18]([Cl:21])=[CH:19][N:20]=2)(=[O:14])=[O:13])[CH:9]=[CH:8][C:3]=1[C:4]([O:6]C)=[O:5].[OH-].[Na+].Cl. Product: [Cl:1][C:2]1[CH:11]=[C:10]([S:12]([NH:15][C:16]2[S:17][C:18]([Cl:21])=[CH:19][N:20]=2)(=[O:13])=[O:14])[CH:9]=[CH:8][C:3]=1[C:4]([OH:6])=[O:5]. The catalyst class is: 38.